This data is from Full USPTO retrosynthesis dataset with 1.9M reactions from patents (1976-2016). The task is: Predict the reactants needed to synthesize the given product. (1) Given the product [F:14][C:15]1[C:20]([CH:21]([CH3:23])[CH3:22])=[CH:19][C:18]([C:2]2[C:3]([NH2:4])=[CH:5][C:6]([C:10]([F:13])([F:12])[F:11])=[C:7]([CH3:9])[CH:8]=2)=[C:17]([O:27][CH3:28])[CH:16]=1, predict the reactants needed to synthesize it. The reactants are: I[C:2]1[CH:8]=[C:7]([CH3:9])[C:6]([C:10]([F:13])([F:12])[F:11])=[CH:5][C:3]=1[NH2:4].[F:14][C:15]1[C:20]([CH:21]([CH3:23])[CH3:22])=[CH:19][C:18](B(O)O)=[C:17]([O:27][CH3:28])[CH:16]=1. (2) Given the product [CH3:3][CH:2]([S:4]([CH:5]1[CH2:6][CH2:7][N:8]([C:11]([O:13][C:14]([CH3:15])([CH3:17])[CH3:16])=[O:12])[CH2:9][CH2:10]1)=[O:26])[CH3:1], predict the reactants needed to synthesize it. The reactants are: [CH3:1][CH:2]([S:4][CH:5]1[CH2:10][CH2:9][N:8]([C:11]([O:13][C:14]([CH3:17])([CH3:16])[CH3:15])=[O:12])[CH2:7][CH2:6]1)[CH3:3].ClC1C=CC=C(C(OO)=[O:26])C=1. (3) Given the product [F:44][C:38]1[CH:39]=[C:40]([F:43])[CH:41]=[CH:42][C:37]=1[O:36][C:33]1[CH:34]=[C:35]2[C:30](=[CH:31][C:32]=1[C:45]([NH:2][C@H:3]1[CH2:8][CH2:7][CH2:6][N:5]([CH2:9][CH2:10][OH:11])[C:4]1=[O:12])=[O:46])[N:29]([CH2:48][CH:49]([CH3:51])[CH3:50])[N:28]=[CH:27]2, predict the reactants needed to synthesize it. The reactants are: Cl.[NH2:2][C@H:3]1[CH2:8][CH2:7][CH2:6][N:5]([CH2:9][CH2:10][OH:11])[C:4]1=[O:12].C(N(CC)CC)C.O=C1CCC(=O)N1[C:27]1[C:35]2[C:30](=[CH:31][C:32]([C:45]([O-])=[O:46])=[C:33]([O:36][C:37]3[CH:42]=[CH:41][C:40]([F:43])=[CH:39][C:38]=3[F:44])[CH:34]=2)[N:29]([CH2:48][CH:49]([CH3:51])[CH3:50])[N:28]=1. (4) Given the product [CH2:21]([NH:20][C:18]1[CH:17]=[CH:16][C:15]([S:28][C:29]2[CH:30]=[CH:31][C:32]([OH:35])=[CH:33][CH:34]=2)=[C:14]([NH:13][C:2]2[C:3]3[C:8](=[N:7][C:6]([CH3:12])=[CH:5][CH:4]=3)[N:9]=[CH:10][CH:11]=2)[CH:19]=1)[C:22]1[CH:23]=[CH:24][CH:25]=[CH:26][CH:27]=1, predict the reactants needed to synthesize it. The reactants are: Cl[C:2]1[CH:11]=[CH:10][N:9]=[C:8]2[C:3]=1[CH:4]=[CH:5][C:6]([CH3:12])=[N:7]2.[NH2:13][C:14]1[CH:19]=[C:18]([NH:20][CH2:21][C:22]2[CH:27]=[CH:26][CH:25]=[CH:24][CH:23]=2)[CH:17]=[CH:16][C:15]=1[S:28][C:29]1[CH:34]=[CH:33][C:32]([OH:35])=[CH:31][CH:30]=1. (5) Given the product [Br:21][C:11]1[C:5]2[O:6][CH2:7][C:8](=[O:10])[NH:9][C:4]=2[C:3](=[O:13])[N:2]([CH3:1])[CH:12]=1, predict the reactants needed to synthesize it. The reactants are: [CH3:1][N:2]1[CH:12]=[CH:11][C:5]2[O:6][CH2:7][C:8](=[O:10])[NH:9][C:4]=2[C:3]1=[O:13].C1C(=O)N([Br:21])C(=O)C1.CC(=O)OCC. (6) Given the product [OH:8][CH2:1][C:2]1([NH:7][C:14](=[O:15])[O:13][C:10]([CH3:12])([CH3:11])[CH3:9])[CH2:5][O:6][C:26]([CH3:28])([CH3:27])[O:4][CH2:3]1, predict the reactants needed to synthesize it. The reactants are: [CH2:1]([OH:8])[C:2]([NH2:7])([CH2:5][OH:6])[CH2:3][OH:4].[CH3:9][C:10]([O:13][C:14](O[C:14]([O:13][C:10]([CH3:12])([CH3:11])[CH3:9])=[O:15])=[O:15])([CH3:12])[CH3:11].CO[C:26](OC)([CH3:28])[CH3:27].O.C1(C)C=CC(S(O)(=O)=O)=CC=1.